From a dataset of Full USPTO retrosynthesis dataset with 1.9M reactions from patents (1976-2016). Predict the reactants needed to synthesize the given product. (1) Given the product [ClH:23].[N:16]1([C:12]2[CH:11]=[C:10]([CH:8]([NH2:7])[CH3:9])[CH:15]=[CH:14][CH:13]=2)[CH2:21][CH2:20][O:19][CH2:18][CH2:17]1, predict the reactants needed to synthesize it. The reactants are: C(OC(=O)[NH:7][CH:8]([C:10]1[CH:15]=[CH:14][CH:13]=[C:12]([N:16]2[CH2:21][CH2:20][O:19][CH2:18][CH2:17]2)[CH:11]=1)[CH3:9])(C)(C)C.[ClH:23]. (2) Given the product [CH2:29]([N:32]1[CH2:37][CH2:36][O:35][C:34]2[CH:38]=[C:39]([F:51])[C:40]([C:15]3[N:10]4[N:9]=[C:8]([C:4]5[CH:5]=[CH:6][CH:7]=[C:2]([Br:1])[CH:3]=5)[CH:28]=[C:11]4[N:12]=[C:13]([CH3:27])[C:14]=3[C@H:17]([O:22][C:23]([CH3:26])([CH3:25])[CH3:24])[C:18]([O:20][CH3:21])=[O:19])=[CH:41][C:33]1=2)[CH:30]=[CH2:31], predict the reactants needed to synthesize it. The reactants are: [Br:1][C:2]1[CH:3]=[C:4]([C:8]2[CH:28]=[C:11]3[N:12]=[C:13]([CH3:27])[C:14]([C@H:17]([O:22][C:23]([CH3:26])([CH3:25])[CH3:24])[C:18]([O:20][CH3:21])=[O:19])=[C:15](I)[N:10]3[N:9]=2)[CH:5]=[CH:6][CH:7]=1.[CH2:29]([N:32]1[CH2:37][CH2:36][O:35][C:34]2[CH:38]=[C:39]([F:51])[C:40](B3OC(C)(C)C(C)(C)O3)=[CH:41][C:33]1=2)[CH:30]=[CH2:31].C([O-])([O-])=O.[Na+].[Na+].N#N. (3) The reactants are: CCN(CC)CC.[CH2:8]1[CH:12]2[CH2:13][NH:14][CH2:15][CH:11]2[CH2:10][N:9]1[C:16]([O:18][C:19]([CH3:22])([CH3:21])[CH3:20])=[O:17].[C:23](Cl)(=[O:30])[C:24]1[CH:29]=[CH:28][CH:27]=[CH:26][CH:25]=1. Given the product [C:23]([N:14]1[CH2:13][CH:12]2[CH2:8][N:9]([C:16]([O:18][C:19]([CH3:22])([CH3:21])[CH3:20])=[O:17])[CH2:10][CH:11]2[CH2:15]1)(=[O:30])[C:24]1[CH:29]=[CH:28][CH:27]=[CH:26][CH:25]=1, predict the reactants needed to synthesize it. (4) Given the product [F:1][C:2]([F:7])([F:6])[C:3]([OH:5])=[O:4].[C:10]([N:42]1[CH2:43][CH2:44][CH2:45][C@H:40]([CH2:39][C:38]([NH:37][C:29]2[CH:30]=[CH:31][C:32]3[NH:33][C:34]4[N:35]=[C:19]([NH:20][C:21]5[CH:22]=[CH:23][CH:24]=[C:25]([CH:47]=5)[CH2:26][CH2:27][C:28]=2[CH:36]=3)[N:18]=[CH:17][C:16]=4[Cl:15])=[O:46])[CH2:41]1)(=[O:11])[CH3:9], predict the reactants needed to synthesize it. The reactants are: [F:1][C:2]([F:7])([F:6])[C:3]([OH:5])=[O:4].F[C:9](F)(F)[C:10](O)=[O:11].[Cl:15][C:16]1[CH:17]=[N:18][C:19]2[NH:20][C:21]3[CH:22]=[CH:23][CH:24]=[C:25]([CH:47]=3)[CH2:26][CH2:27][C:28]3[CH:36]=[C:32]([NH:33][C:34]=1[N:35]=2)[CH:31]=[CH:30][C:29]=3[NH:37][C:38](=[O:46])[CH2:39][C@H:40]1[CH2:45][CH2:44][CH2:43][NH:42][CH2:41]1.C(Cl)(=O)C. (5) Given the product [NH2:20][C:15]1[N:16]=[C:17]([O:18][CH3:19])[C:12]([NH:11][S:8]([C:4]2[CH:5]=[CH:6][CH:7]=[C:2]([Cl:1])[C:3]=2[F:23])(=[O:10])=[O:9])=[N:13][CH:14]=1, predict the reactants needed to synthesize it. The reactants are: [Cl:1][C:2]1[C:3]([F:23])=[C:4]([S:8]([NH:11][C:12]2[C:17]([O:18][CH3:19])=[N:16][C:15]([N+:20]([O-])=O)=[CH:14][N:13]=2)(=[O:10])=[O:9])[CH:5]=[CH:6][CH:7]=1.[Cl-].[NH4+]. (6) Given the product [NH:1]1[CH:5]=[CH:4][N:3]=[C:2]1[CH2:6][N:7]([CH2:8][C:9]1[CH:27]=[CH:26][C:12]2[S:13][C:14]([CH2:16][CH2:17][CH2:18][N:19]([CH2:20][CH2:21][CH3:22])[CH2:23][CH2:24][CH3:25])=[CH:15][C:11]=2[CH:10]=1)[CH2:34][C:30]1[N:29]([CH3:28])[CH:33]=[CH:32][N:31]=1, predict the reactants needed to synthesize it. The reactants are: [NH:1]1[CH:5]=[CH:4][N:3]=[C:2]1[CH2:6][NH:7][CH2:8][C:9]1[CH:27]=[CH:26][C:12]2[S:13][C:14]([CH2:16][CH2:17][CH2:18][N:19]([CH2:23][CH2:24][CH3:25])[CH2:20][CH2:21][CH3:22])=[CH:15][C:11]=2[CH:10]=1.[CH3:28][N:29]1[CH:33]=[CH:32][N:31]=[C:30]1[CH:34]=O.C([BH3-])#N.[Na+].C(O)(=O)C. (7) Given the product [NH2:20][C:17]1[N:16]=[CH:15][N:14]=[C:13]2[C:18]=1[N:19]=[C:2]([NH:23][NH:22][CH3:21])[N:3]2[CH:4]1[CH:5]([OH:6])[CH:7]([OH:8])[CH:9]([CH2:10][OH:11])[O:12]1, predict the reactants needed to synthesize it. The reactants are: Br[C:2]1[N:3]([C:13]2[N:14]=[CH:15][N:16]=[C:17]([NH2:20])[C:18]=2[N:19]=1)[C@@H:4]1[O:12][C@H:9]([CH2:10][OH:11])[C@@H:7]([OH:8])[C@H:5]1[OH:6].[CH3:21][NH:22][NH2:23]. (8) Given the product [N:11]1([CH2:14][C:15]2[CH:16]=[C:17]([CH:46]=[CH:47][CH:48]=2)[C:18]([O:20][C:21]2[CH:22]=[CH:23][C:24]3[C:30]4[C:31]([O:39][CH3:40])=[C:32]([O:37][CH3:38])[C:33]([O:35][CH3:36])=[CH:34][C:29]=4[CH2:28][CH2:27][C@H:26]([NH:41][C:42](=[O:44])[CH3:43])[C:25]=3[CH:45]=2)=[O:19])[CH2:10][CH2:9][NH:8][CH2:13][CH2:12]1, predict the reactants needed to synthesize it. The reactants are: C(OC([N:8]1[CH2:13][CH2:12][N:11]([CH2:14][C:15]2[CH:16]=[C:17]([CH:46]=[CH:47][CH:48]=2)[C:18]([O:20][C:21]2[CH:22]=[CH:23][C:24]3[C:30]4[C:31]([O:39][CH3:40])=[C:32]([O:37][CH3:38])[C:33]([O:35][CH3:36])=[CH:34][C:29]=4[CH2:28][CH2:27][C@H:26]([NH:41][C:42](=[O:44])[CH3:43])[C:25]=3[CH:45]=2)=[O:19])[CH2:10][CH2:9]1)=O)(C)(C)C.Cl.CCOCC. (9) Given the product [C:1]([C:3]1[C:4]([CH:19]([C:23]2[CH:28]=[CH:27][C:26]([Cl:29])=[C:25]([Cl:30])[CH:24]=2)[CH2:20][CH:21]=[O:32])=[C:5]([C:14]([O:16][CH2:17][CH3:18])=[O:15])[S:6][C:7]=1[N:8]1[CH2:13][CH2:12][O:11][CH2:10][CH2:9]1)#[N:2], predict the reactants needed to synthesize it. The reactants are: [C:1]([C:3]1[C:4]([CH:19]([C:23]2[CH:28]=[CH:27][C:26]([Cl:29])=[C:25]([Cl:30])[CH:24]=2)[CH2:20][CH:21]=C)=[C:5]([C:14]([O:16][CH2:17][CH3:18])=[O:15])[S:6][C:7]=1[N:8]1[CH2:13][CH2:12][O:11][CH2:10][CH2:9]1)#[N:2].I([O-])(=O)(=O)=[O:32].[Na+].N1C(C)=CC=CC=1C.